Dataset: NCI-60 drug combinations with 297,098 pairs across 59 cell lines. Task: Regression. Given two drug SMILES strings and cell line genomic features, predict the synergy score measuring deviation from expected non-interaction effect. (1) Drug 1: CC12CCC3C(C1CCC2=O)CC(=C)C4=CC(=O)C=CC34C. Drug 2: CN(C)C1=NC(=NC(=N1)N(C)C)N(C)C. Cell line: UO-31. Synergy scores: CSS=36.1, Synergy_ZIP=1.11, Synergy_Bliss=2.21, Synergy_Loewe=-22.6, Synergy_HSA=0.917. (2) Drug 1: C1CCC(C1)C(CC#N)N2C=C(C=N2)C3=C4C=CNC4=NC=N3. Drug 2: C1CN(P(=O)(OC1)NCCCl)CCCl. Cell line: NCI-H460. Synergy scores: CSS=-1.74, Synergy_ZIP=0.235, Synergy_Bliss=-0.366, Synergy_Loewe=-1.90, Synergy_HSA=-1.37.